From a dataset of Full USPTO retrosynthesis dataset with 1.9M reactions from patents (1976-2016). Predict the reactants needed to synthesize the given product. (1) The reactants are: [NH2:1][C:2]1[S:3][C:4]([C:10]2[C:15]([F:16])=[CH:14][C:13]([C:17]([OH:20])([CH3:19])[CH3:18])=[CH:12][C:11]=2[F:21])=[CH:5][C:6]=1[C:7]([NH2:9])=[O:8].[CH2:22]([O:29][C:30](=[O:47])[N:31]([CH2:39][C:40]1[CH:45]=[CH:44][CH:43]=[C:42](Br)[N:41]=1)[CH2:32][C:33]([NH:35][CH:36]([CH3:38])[CH3:37])=[O:34])[C:23]1[CH:28]=[CH:27][CH:26]=[CH:25][CH:24]=1. Given the product [CH2:22]([O:29][C:30](=[O:47])[N:31]([CH2:39][C:40]1[CH:45]=[CH:44][CH:43]=[C:42]([NH:1][C:2]2[S:3][C:4]([C:10]3[C:11]([F:21])=[CH:12][C:13]([C:17]([OH:20])([CH3:18])[CH3:19])=[CH:14][C:15]=3[F:16])=[CH:5][C:6]=2[C:7]([NH2:9])=[O:8])[N:41]=1)[CH2:32][C:33]([NH:35][CH:36]([CH3:38])[CH3:37])=[O:34])[C:23]1[CH:28]=[CH:27][CH:26]=[CH:25][CH:24]=1, predict the reactants needed to synthesize it. (2) Given the product [NH2:13][C:11]1[N:10]2[N:25]=[C:26]([C:28]3[O:29][CH:30]=[CH:31][CH:32]=3)[N:27]=[C:9]2[CH:8]=[C:7]([C:4]([CH3:5])([O:50][CH3:47])[CH3:33])[N:12]=1, predict the reactants needed to synthesize it. The reactants are: C[Mg]Br.[C:4]([C:7]1[N:12]=[C:11]([NH:13]CC2C=CC(OC)=C(OC)C=2)[N:10]2[N:25]=[C:26]([C:28]3[O:29][CH:30]=[CH:31][CH:32]=3)[N:27]=[C:9]2[CH:8]=1)(=O)[CH3:5].[C:33](C1C(=O)C(Cl)=C(Cl)C(=O)C=1C#N)#N.[C:47](=[O:50])(O)[O-].[Na+]. (3) Given the product [Br:56][C:55]1[C:50]([NH:65][C:60]2[CH:61]=[CH:62][CH:63]=[CH:64][C:59]=2[O:58][CH3:57])=[N:51][CH:52]=[CH:53][CH:54]=1, predict the reactants needed to synthesize it. The reactants are: C1(P(C2C=CC=CC=2)C2C3OC4C(=CC=CC=4P(C4C=CC=CC=4)C4C=CC=CC=4)C(C)(C)C=3C=CC=2)C=CC=CC=1.C(=O)([O-])[O-].[Cs+].[Cs+].Br[C:50]1[C:55]([Br:56])=[CH:54][CH:53]=[CH:52][N:51]=1.[CH3:57][O:58][C:59]1[C:60]([NH2:65])=[CH:61][CH:62]=[CH:63][CH:64]=1.